This data is from Catalyst prediction with 721,799 reactions and 888 catalyst types from USPTO. The task is: Predict which catalyst facilitates the given reaction. (1) Reactant: [Br:1][C:2]1[CH:11]=[C:10]2[C:5]([NH:6][C@@H:7]([CH3:21])[CH2:8][N:9]2[C:12]2[C:16]3[CH:17]=[CH:18][CH:19]=[CH:20][C:15]=3[O:14][N:13]=2)=[CH:4][CH:3]=1.ClCCCl.C(N(CC)C(C)C)(C)C.[C:35](Cl)(=[O:37])[CH3:36]. Product: [O:14]1[C:15]2[CH:20]=[CH:19][CH:18]=[CH:17][C:16]=2[C:12]([N:9]2[C:10]3[C:5](=[CH:4][CH:3]=[C:2]([Br:1])[CH:11]=3)[N:6]([C:35](=[O:37])[CH3:36])[C@@H:7]([CH3:21])[CH2:8]2)=[N:13]1. The catalyst class is: 13. (2) Product: [CH2:1]([N:3]1[CH2:4][CH2:5][CH:6]([C:9]2[C:10]([F:18])=[C:11]([CH:15]=[CH:16][CH:17]=2)[C:12]([NH2:14])=[O:13])[CH2:7][CH2:8]1)[CH3:2]. Reactant: [CH2:1]([N:3]1[CH2:8][CH:7]=[C:6]([C:9]2[C:10]([F:18])=[C:11]([CH:15]=[CH:16][CH:17]=2)[C:12]([NH2:14])=[O:13])[CH2:5][CH2:4]1)[CH3:2].Cl. The catalyst class is: 43. (3) Reactant: FC(F)(F)C(O)=O.[CH3:8][O:9][C:10]1[C:27]([O:28][CH3:29])=[CH:26][C:13]2[N:14]([C:17]3[S:21][C:20]([C:22]([NH2:24])=[O:23])=[C:19]([OH:25])[CH:18]=3)[CH:15]=[N:16][C:12]=2[CH:11]=1.C(N(CC)C(C)C)(C)C.[N+:39]([C:42]1[CH:47]=[CH:46][CH:45]=[CH:44][C:43]=1[S:48](Cl)(=[O:50])=[O:49])([O-:41])=[O:40]. Product: [N+:39]([C:42]1[CH:47]=[CH:46][CH:45]=[CH:44][C:43]=1[S:48]([O:25][C:19]1[CH:18]=[C:17]([N:14]2[C:13]3[CH:26]=[C:27]([O:28][CH3:29])[C:10]([O:9][CH3:8])=[CH:11][C:12]=3[N:16]=[CH:15]2)[S:21][C:20]=1[C:22]([NH2:24])=[O:23])(=[O:50])=[O:49])([O-:41])=[O:40]. The catalyst class is: 4. (4) Product: [CH2:1]([N:8]([C:9]([CH3:14])([CH2:10][OH:11])[CH2:12][OH:13])[C:24](=[O:25])[CH:23]([Cl:22])[CH3:27])[C:2]1[CH:7]=[CH:6][CH:5]=[CH:4][CH:3]=1. Reactant: [CH2:1]([NH:8][C:9]([CH3:14])([CH2:12][OH:13])[CH2:10][OH:11])[C:2]1[CH:7]=[CH:6][CH:5]=[CH:4][CH:3]=1.C(N(CC)CC)C.[Cl:22][CH:23]([CH3:27])[C:24](Cl)=[O:25]. The catalyst class is: 4.